Dataset: Forward reaction prediction with 1.9M reactions from USPTO patents (1976-2016). Task: Predict the product of the given reaction. (1) Given the reactants [CH2:1]([NH:3][C:4](=[O:11])[NH:5][O:6][CH2:7][C:8]([OH:10])=O)[CH3:2].[NH2:12][C@@H:13]([CH2:37][C:38]1[CH:43]=[CH:42][C:41]([O:44][C:45]([CH3:48])([CH3:47])[CH3:46])=[CH:40][CH:39]=1)[C:14]([N:16]([C@@H:28]([CH3:36])[CH:29]([O:33][CH2:34][CH3:35])[O:30][CH2:31][CH3:32])[CH2:17][C:18]1[C:27]2[C:22](=[CH:23][CH:24]=[CH:25][CH:26]=2)[CH:21]=[CH:20][CH:19]=1)=[O:15], predict the reaction product. The product is: [C:45]([O:44][C:41]1[CH:40]=[CH:39][C:38]([CH2:37][C@H:13]([NH:12][C:8](=[O:10])[CH2:7][O:6][NH:5][C:4]([NH:3][CH2:1][CH3:2])=[O:11])[C:14]([N:16]([C@@H:28]([CH3:36])[CH:29]([O:33][CH2:34][CH3:35])[O:30][CH2:31][CH3:32])[CH2:17][C:18]2[C:27]3[C:22](=[CH:23][CH:24]=[CH:25][CH:26]=3)[CH:21]=[CH:20][CH:19]=2)=[O:15])=[CH:43][CH:42]=1)([CH3:48])([CH3:46])[CH3:47]. (2) The product is: [S:30](=[O:33])(=[O:32])([O:2][C:3]1[CH:8]=[CH:7][CH:6]=[C:5]([C:9]2[N:10]=[CH:11][N:12]([C:14](=[O:15])[N:16]([CH3:29])[CH:17]3[CH2:18][CH2:19][N:20]([C:23]4[CH:24]=[CH:25][CH:26]=[CH:27][CH:28]=4)[CH2:21][CH2:22]3)[CH:13]=2)[CH:4]=1)[NH2:31]. Given the reactants Br.[OH:2][C:3]1[CH:4]=[C:5]([C:9]2[N:10]=[CH:11][N:12]([C:14]([N:16]([CH3:29])[CH:17]3[CH2:22][CH2:21][N:20]([C:23]4[CH:28]=[CH:27][CH:26]=[CH:25][CH:24]=4)[CH2:19][CH2:18]3)=[O:15])[CH:13]=2)[CH:6]=[CH:7][CH:8]=1.[S:30](Cl)(=[O:33])(=[O:32])[NH2:31], predict the reaction product.